Dataset: Full USPTO retrosynthesis dataset with 1.9M reactions from patents (1976-2016). Task: Predict the reactants needed to synthesize the given product. (1) Given the product [CH3:16][C:17]1([CH3:24])[CH2:22][CH2:21][N:20]([C:2]2[N:3]=[N:4][C:5]([C:8]#[C:9][C:10]3[CH:15]=[CH:14][CH:13]=[CH:12][CH:11]=3)=[CH:6][CH:7]=2)[C:19](=[O:23])[CH2:18]1, predict the reactants needed to synthesize it. The reactants are: I[C:2]1[N:3]=[N:4][C:5]([C:8]#[C:9][C:10]2[CH:15]=[CH:14][CH:13]=[CH:12][CH:11]=2)=[CH:6][CH:7]=1.[CH3:16][C:17]1([CH3:24])[CH2:22][CH2:21][NH:20][C:19](=[O:23])[CH2:18]1.C1(P(C2C=CC=CC=2)C2C3OC4C(=CC=CC=4P(C4C=CC=CC=4)C4C=CC=CC=4)C(C)(C)C=3C=CC=2)C=CC=CC=1. (2) The reactants are: [Cl:1][C:2]1[CH:7]=[CH:6][C:5]([CH:8]([C:12]2[CH:17]=[CH:16][C:15]([Cl:18])=[CH:14][CH:13]=2)[C:9](O)=[O:10])=[CH:4][CH:3]=1.[CH3:19][NH:20][CH3:21]. Given the product [Cl:1][C:2]1[CH:7]=[CH:6][C:5]([CH:8]([C:12]2[CH:17]=[CH:16][C:15]([Cl:18])=[CH:14][CH:13]=2)[C:9]([N:20]([CH3:21])[CH3:19])=[O:10])=[CH:4][CH:3]=1, predict the reactants needed to synthesize it. (3) Given the product [N:33]1([C:20](=[O:21])[CH2:19][CH2:18][C@@H:17]2[C@@H:14]([C:11]3[CH:12]=[CH:13][C:8]([O:7][CH2:6][C:5]4[CH:31]=[CH:32][CH:2]=[CH:3][CH:4]=4)=[CH:9][CH:10]=3)[N:15]([C:24]3[CH:29]=[CH:28][C:27]([F:30])=[CH:26][CH:25]=3)[C:16]2=[O:23])[C:37]2[CH:38]=[CH:39][CH:40]=[CH:41][C:36]=2[N:35]=[N:34]1, predict the reactants needed to synthesize it. The reactants are: Br[C:2]1[CH:32]=[CH:31][C:5]([CH2:6][O:7][C:8]2[CH:13]=[CH:12][C:11]([C@@H:14]3[C@@H:17]([CH2:18][CH2:19][C:20](Cl)=[O:21])[C:16](=[O:23])[N:15]3[C:24]3[CH:29]=[CH:28][C:27]([F:30])=[CH:26][CH:25]=3)=[CH:10][CH:9]=2)=[CH:4][CH:3]=1.[NH:33]1[C:37]2[CH:38]=[CH:39][CH:40]=[CH:41][C:36]=2[N:35]=[N:34]1. (4) Given the product [OH:11][CH2:10][C:6]1[C:5]2[N:4]([CH:3]=[CH:2][N:1]=2)[CH:9]=[CH:8][CH:7]=1, predict the reactants needed to synthesize it. The reactants are: [N:1]1[CH:2]=[CH:3][N:4]2[CH:9]=[CH:8][CH:7]=[C:6]([C:10](OCC)=[O:11])[C:5]=12.[K+].[Br-].